This data is from Acute oral toxicity (LD50) regression data from Zhu et al.. The task is: Regression/Classification. Given a drug SMILES string, predict its toxicity properties. Task type varies by dataset: regression for continuous values (e.g., LD50, hERG inhibition percentage) or binary classification for toxic/non-toxic outcomes (e.g., AMES mutagenicity, cardiotoxicity, hepatotoxicity). Dataset: ld50_zhu. (1) The drug is COc1cc(C(=O)N2CCOCC2)cc(OC)c1OC. The rat oral LD50 is 2.19, given as -log10 of the dose in mol/kg body weight (higher means more acutely toxic). (2) The molecule is CSCCC=O. The rat oral LD50 is 1.37, given as -log10 of the dose in mol/kg body weight (higher means more acutely toxic). (3) The molecule is CNC(=O)N(O)c1ccccc1. The rat oral LD50 is 1.69, given as -log10 of the dose in mol/kg body weight (higher means more acutely toxic). (4) The molecule is CC(=O)Oc1cc(C(C)C)c(OCCN(C)C)cc1C. The rat oral LD50 is 2.52, given as -log10 of the dose in mol/kg body weight (higher means more acutely toxic). (5) The compound is CC(Cl)COP(=O)(OCC(C)Cl)Oc1ccc([N+](=O)[O-])cc1. The rat oral LD50 is 3.33, given as -log10 of the dose in mol/kg body weight (higher means more acutely toxic). (6) The compound is CCCOP(=S)(OCCC)Oc1cnn(C)c(=O)c1OC. The rat oral LD50 is 4.11, given as -log10 of the dose in mol/kg body weight (higher means more acutely toxic). (7) The molecule is CC1(C)NC(=O)N(c2ccc([N+](=O)[O-])c(C(F)(F)F)c2)C1=O. The rat oral LD50 is 3.21, given as -log10 of the dose in mol/kg body weight (higher means more acutely toxic). (8) The compound is CC1COC(Cn2cncn2)(c2ccc(Oc3ccc(Cl)cc3)cc2Cl)O1. The rat oral LD50 is 2.45, given as -log10 of the dose in mol/kg body weight (higher means more acutely toxic). (9) The molecule is N#CC(C#N)=C(C#N)C#N. The rat oral LD50 is 4.41, given as -log10 of the dose in mol/kg body weight (higher means more acutely toxic). (10) The molecule is Cc1cccs1. The rat oral LD50 is 1.49, given as -log10 of the dose in mol/kg body weight (higher means more acutely toxic).